This data is from Catalyst prediction with 721,799 reactions and 888 catalyst types from USPTO. The task is: Predict which catalyst facilitates the given reaction. Reactant: [Br:1][C:2]1[CH:3]=[C:4]([N+:10]([O-:12])=[O:11])[C:5]([CH3:9])=[C:6]([OH:8])[CH:7]=1.[H-].[Na+].[CH3:15]I. Product: [Br:1][C:2]1[CH:3]=[C:4]([N+:10]([O-:12])=[O:11])[C:5]([CH3:9])=[C:6]([O:8][CH3:15])[CH:7]=1. The catalyst class is: 3.